This data is from Reaction yield outcomes from USPTO patents with 853,638 reactions. The task is: Predict the reaction yield, written as a fraction of the theoretical maximum amount of product (1.0 means a 100% yield; for example, 0.34 means a 34% yield). (1) The reactants are Cl.C(OCC)(=O)C.[Cl:8]CCl.C([N-:18]CCC)(OC(C)(C)C)=O.[CH:22]1[CH:23]=[CH:24][C:25]([NH:32][C:33]2[C:34]([Cl:40])=[CH:35][CH:36]=[CH:37][C:38]=2[Cl:39])=[C:26]([CH2:28][C:29]([OH:31])=[O:30])[CH:27]=1. The catalyst is C(OCC)C. The product is [NH2:32][C:33]([NH2:18])([CH3:34])[CH3:38].[CH:22]1[CH:23]=[CH:24][C:25]([NH:32][C:33]2[C:38]([Cl:39])=[CH:37][CH:36]=[CH:35][C:34]=2[Cl:40])=[C:26]([CH2:28][C:29]([OH:31])=[O:30])[CH:27]=1.[ClH:8]. The yield is 1.01. (2) The reactants are [CH3:1][C:2]([OH:17])([CH3:16])[C:3]#[C:4][CH:5]([C:7]1[CH:12]=[CH:11][C:10]([N+:13]([O-:15])=[O:14])=[CH:9][CH:8]=1)[OH:6].C([O-])(O)=O.[Na+].CC(OI1(OC(C)=O)(OC(C)=O)OC(=O)C2C=CC=CC1=2)=O. The catalyst is C(Cl)Cl. The product is [OH:17][C:2]([CH3:16])([CH3:1])[C:3]#[C:4][C:5]([C:7]1[CH:12]=[CH:11][C:10]([N+:13]([O-:15])=[O:14])=[CH:9][CH:8]=1)=[O:6]. The yield is 0.860. (3) The reactants are [CH2:1]([NH:8][CH2:9][CH:10]([OH:12])[CH3:11])[C:2]1[CH:7]=[CH:6][CH:5]=[CH:4][CH:3]=1.C(N(CC)CC)C.[Cl:20][C:21]1[C:26]2[CH2:27][CH:28]([C:29](O)=[O:30])[C:25]=2[CH:24]=[CH:23][CH:22]=1.[O-]P1(OP([O-])(=O)OP([O-])(=O)OP([O-])(=O)O1)=O.[Na+].[Na+].[Na+].[Na+].C(OCC)(=O)C. The catalyst is C(Cl)Cl. The product is [CH2:1]([N:8]([CH2:9][CH:10]([OH:12])[CH3:11])[C:29]([CH:28]1[C:25]2[CH:24]=[CH:23][CH:22]=[C:21]([Cl:20])[C:26]=2[CH2:27]1)=[O:30])[C:2]1[CH:7]=[CH:6][CH:5]=[CH:4][CH:3]=1. The yield is 0.960. (4) The reactants are [F:1][C:2]1[CH:7]=[CH:6][CH:5]=[C:4]([F:8])[C:3]=1[N:9]1[C:14]2[N:15]=[C:16](S(C)(=O)=O)[N:17]=[C:18]([C:19]3[CH:24]=[CH:23][C:22]([F:25])=[CH:21][C:20]=3[CH3:26])[C:13]=2[CH:12]=[CH:11][C:10]1=[O:31].[CH3:32][S:33][CH2:34][CH2:35][CH2:36][NH2:37]. No catalyst specified. The product is [F:8][C:4]1[CH:5]=[CH:6][CH:7]=[C:2]([F:1])[C:3]=1[N:9]1[C:14]2[N:15]=[C:16]([NH:37][CH2:36][CH2:35][CH2:34][S:33][CH3:32])[N:17]=[C:18]([C:19]3[CH:24]=[CH:23][C:22]([F:25])=[CH:21][C:20]=3[CH3:26])[C:13]=2[CH:12]=[CH:11][C:10]1=[O:31]. The yield is 0.520.